This data is from Peptide-MHC class II binding affinity with 134,281 pairs from IEDB. The task is: Regression. Given a peptide amino acid sequence and an MHC pseudo amino acid sequence, predict their binding affinity value. This is MHC class II binding data. (1) The peptide sequence is SGILQLFVFLVLAGR. The MHC is DRB1_0401 with pseudo-sequence DRB1_0401. The binding affinity (normalized) is 0.406. (2) The peptide sequence is AAFQGAHARFVAAAA. The MHC is DRB5_0101 with pseudo-sequence DRB5_0101. The binding affinity (normalized) is 0.716. (3) The peptide sequence is PGDSLAEVELRQHGS. The MHC is DRB5_0101 with pseudo-sequence DRB5_0101. The binding affinity (normalized) is 0.179.